This data is from Reaction yield outcomes from USPTO patents with 853,638 reactions. The task is: Predict the reaction yield, written as a fraction of the theoretical maximum amount of product (1.0 means a 100% yield; for example, 0.34 means a 34% yield). The reactants are C(OC([N:8]([CH2:59][CH2:60][N:61]([CH3:63])[CH3:62])[CH2:9][C:10]([C@H:12]1[C@@H:16]2[C@@H:17]3[C@@:30]([CH3:33])([CH2:31][CH2:32][C@@:15]2([C:51]([NH:53][CH2:54][CH2:55][C:56]([OH:58])=[O:57])=[O:52])[CH2:14][CH2:13]1)[C@@:29]1([CH3:34])[C@@H:20]([C@:21]2([CH3:50])[C@@H:26]([CH2:27][CH2:28]1)[C:25]([CH3:36])([CH3:35])[C:24]([C:37]1[CH:42]=[CH:41][C:40]([C:43]([O:45]C(C)(C)C)=[O:44])=[CH:39][CH:38]=1)=[CH:23][CH2:22]2)[CH2:19][CH2:18]3)=[CH2:11])=O)(C)(C)C.C(O)(C(F)(F)F)=O. The catalyst is ClCCl. The product is [C:56]([CH2:55][CH2:54][NH:53][C:51]([C@:15]12[CH2:14][CH2:13][C@@H:12]([C:10]([CH2:9][NH:8][CH2:59][CH2:60][N:61]([CH3:63])[CH3:62])=[CH2:11])[C@@H:16]1[C@@H:17]1[C@@:30]([CH3:33])([CH2:31][CH2:32]2)[C@@:29]2([CH3:34])[C@@H:20]([C@:21]3([CH3:50])[C@@H:26]([CH2:27][CH2:28]2)[C:25]([CH3:36])([CH3:35])[C:24]([C:37]2[CH:38]=[CH:39][C:40]([C:43]([OH:45])=[O:44])=[CH:41][CH:42]=2)=[CH:23][CH2:22]3)[CH2:19][CH2:18]1)=[O:52])([OH:58])=[O:57]. The yield is 0.135.